Dataset: Full USPTO retrosynthesis dataset with 1.9M reactions from patents (1976-2016). Task: Predict the reactants needed to synthesize the given product. (1) Given the product [ClH:1].[ClH:38].[ClH:1].[NH2:10][CH2:9][CH:8]([C:18]1[C:22]2[CH:23]=[CH:24][C:25]([C:27]3[C:28]4[C@H:35]([CH3:36])[CH2:34][C@@H:33]([OH:37])[C:29]=4[N:30]=[CH:31][N:32]=3)=[CH:26][C:21]=2[S:20][N:19]=1)[C:5]1[CH:4]=[CH:3][C:2]([Cl:1])=[CH:7][CH:6]=1, predict the reactants needed to synthesize it. The reactants are: [Cl:1][C:2]1[CH:7]=[CH:6][C:5]([CH:8]([C:18]2[C:22]3[CH:23]=[CH:24][C:25]([C:27]4[C:28]5[C@H:35]([CH3:36])[CH2:34][C@@H:33]([OH:37])[C:29]=5[N:30]=[CH:31][N:32]=4)=[CH:26][C:21]=3[S:20][N:19]=2)[CH2:9][NH:10]C(=O)OC(C)(C)C)=[CH:4][CH:3]=1.[ClH:38]. (2) The reactants are: Cl.C1N2C(=O)N3C4N5C(=O)N(CN6C(N7CN8C(N9CN%10C(N%11CN%12C(N%13CN%14C(N(C5)C5N(C3)C(=O)N(C5%14)CN3C(=O)N(C%12C3%13)CN3C(=O)N(C%10C3%11)CN3C(=O)N(C8C39)CN3C(=O)[N:3]1[CH:4]6[CH:5]37)=O)=O)=O)=O)=O)C42.CS([Cl:78])(=O)=O.[N-:79]=[N+]=[N-].[Na+].[CH:96]1[CH:101]=[CH:100][C:99](P([C:96]2[CH:101]=[CH:100][CH:99]=[CH:98][CH:97]=2)[C:96]2[CH:101]=[CH:100][CH:99]=[CH:98][CH:97]=2)=[CH:98][CH:97]=1. Given the product [ClH:78].[NH2:3][CH2:4][CH2:5][C:96]1[CH:97]=[CH:98][C:99]([NH2:79])=[CH:100][CH:101]=1, predict the reactants needed to synthesize it.